Dataset: Experimentally validated miRNA-target interactions with 360,000+ pairs, plus equal number of negative samples. Task: Binary Classification. Given a miRNA mature sequence and a target amino acid sequence, predict their likelihood of interaction. (1) The miRNA is hsa-miR-3175 with sequence CGGGGAGAGAACGCAGUGACGU. The protein sequence of the target gene is MPRGEAPGPGRRGAKDEALGEESGERWSPEFHLQRKLADSSHSEQQDRNRVSEELIMVVQEMKKYFPSERRNKPSTLDALNYALRCVHSVQANSEFFQILSQNGAPQADVSMYSLEELATIASEHTSKNTDTFVAVFSFLSGRLVHISEQAALILNRKKDVLASSHFVDLLAPQDMRVFYAHTARAQLPFWNNWTQRAARYECAPVKPFFCRIRGGEDRKQEKCHSPFRIIPYLIHVHHPAQPELESEPCCLTVVEKIHSGYEAPRIPVNKRIFTTTHTPGCVFLEVDEKAVPLLGYLPQ.... Result: 1 (interaction). (2) The miRNA is hsa-miR-4654 with sequence UGUGGGAUCUGGAGGCAUCUGG. The protein sequence of the target gene is MAASIVRRGMLLARQVVLPQLSPAGKRYLLSSAYVDSHKWEAREKEHYCLADLASLMDKTFERKLPVSSLTISRLIDNISSREEIDHAEYYLYKFRHSPNCWYLRNWTIHTWIRQCLKYDAQDKALYTLVNKVQYGIFPDNFTFNLLMDSFIKKENYKDALSVVFEVMMQEAFEVPSTQLLSLYVLFHCLAKKTDFSWEEERNFGASLLLPGLKQKNSVGFSSQLYGYALLGKVELQQGLRAVYHNMPLIWKPGYLDRALQVMEKVAASPEDIKLCREALDVLGAVLKALTSADGASEEQ.... Result: 1 (interaction). (3) The miRNA is mmu-miR-223-3p with sequence UGUCAGUUUGUCAAAUACCCCA. The protein sequence of the target gene is MLLTLASGALFFPGLFALSIWALHRLRPGWTEDDCLTVGTRLVSSVQAVLATWAGLTVIISCKNVVSDRHWLATEYVWFLIPYMIYDFYAMYCCERCRTKSQKLTRTTIIRNFLIENRLMVTHHTVILLFLVPISQKLRGDLGDFFVGCIFTAELSTPFVSLARIMIQLKQQHTLLYKVNGILTVTTFLFCRILLFPFMYWSYGQQKGLSLLQVPFNIPLHCNMANAVLISPQLYWFSLLCKKAARLFDTAKAKKDG. Result: 1 (interaction). (4) Result: 0 (no interaction). The miRNA is hsa-miR-6862-3p with sequence CCUCACCCAGCUCUCUGGCCCUCU. The protein sequence of the target gene is MADGPRCKRRKQANPRRNNVTNYNTVVEANSDSDDEDKLHIVEEESITDAADCEGGMPDDELPADQTVLPGGSDRGGGAKNCWQDNVKDNECDSDAENEQNHDPNVEEFLQQQDTAVIYPEAPEEDQRQGTPEASSHDENGTPDAFSQLLTCPYCDRGYKRFTSLKEHIKYRHEKNEDNFSCSLCSYTFAYRTQLERHMTSHKSGREQRHVTQSGGNRKFKCTECGKAFKYKHHLKEHLRIHSGEKPYECPNCKKRFSHSGSYSSHISSKKCISLMPVNGRPRSGLKTSQCSSPSLSTSP.... (5) The miRNA is hsa-miR-34b-3p with sequence CAAUCACUAACUCCACUGCCAU. The protein sequence of the target gene is MASLQQGEKQLFEKFWKGTFKAVATPRPESIIVASITARKPMPRTEPQSSLLLPDQDGPSEKLGQHLAPEALGTNSWGREKACRELDPARAHSASQDRDPTPPPSSRGKKKKKKSTRKKRRRSPSYSPSPVKKKKKKSSKKHKRHRSFSKKRRHSSCSPKSKRREEKRHKKQSRSRKSHRHRHHRCPSRSQSSELRSPSCESRHRGRSPEEGRKSRRTHSRRCSKNHCKVSPDARSSHLPSQPLPRLGFLSARGVITGSGSAADLFSKSASPLAATRGRSQEYDSGNDTSSPPSTQTSSA.... Result: 0 (no interaction). (6) Result: 1 (interaction). The protein sequence of the target gene is MWLPLVLLLAVLLLAVLCKVYLGLFSGSSPNPFSEDVKRPPAPLVTDKEARKKVLKQAFSANQVPEKLDVVVIGSGFGGLAAAAILAKAGKRVLVLEQHTKAGGCCHTFGKNGLEFDTGIHYIGRMEEGSIGRFILDQITEGQLDWAPLSSPFDIMVLEGPNGRKEYPMYSGEKAYIQGLKEKFPQEEAIIDKYIKLVKVVSSGAPHAILLKFLPLPVVQLLDRCGLLTRFSPFLQASTQSLAEVLQQLGASSELQAVLSYIFPTYGVTPNHSAFSMHALLVNHYMKGGFYPRGGSSEIA.... The miRNA is hsa-miR-3065-3p with sequence UCAGCACCAGGAUAUUGUUGGAG.